From a dataset of Catalyst prediction with 721,799 reactions and 888 catalyst types from USPTO. Predict which catalyst facilitates the given reaction. The catalyst class is: 1. Reactant: C([O:5][C:6](=[O:37])[CH2:7][O:8][C:9]1[C:14]2[CH2:15][CH2:16][CH2:17][CH2:18][CH:19]([NH:20][S:21]([C:24]3[CH:29]=[CH:28][C:27]([C:30]4[CH:35]=[CH:34][C:33]([OH:36])=[CH:32][CH:31]=4)=[CH:26][CH:25]=3)(=[O:23])=[O:22])[C:13]=2[CH:12]=[CH:11][CH:10]=1)(C)(C)C.[OH-].[Na+]. Product: [OH:36][C:33]1[CH:34]=[CH:35][C:30]([C:27]2[CH:28]=[CH:29][C:24]([S:21]([NH:20][CH:19]3[C:13]4[CH:12]=[CH:11][CH:10]=[C:9]([O:8][CH2:7][C:6]([OH:37])=[O:5])[C:14]=4[CH2:15][CH2:16][CH2:17][CH2:18]3)(=[O:22])=[O:23])=[CH:25][CH:26]=2)=[CH:31][CH:32]=1.